Dataset: Reaction yield outcomes from USPTO patents with 853,638 reactions. Task: Predict the reaction yield, written as a fraction of the theoretical maximum amount of product (1.0 means a 100% yield; for example, 0.34 means a 34% yield). The reactants are [CH2:1]([C:8]1[CH:13]=[CH:12][C:11]([CH2:14][CH2:15][N+:16]([O-:18])=O)=[CH:10][N:9]=1)[C:2]1[CH:7]=[CH:6][CH:5]=[CH:4][CH:3]=1.CO.C[O-].[Li+].C(Cl)[Cl:25]. The catalyst is O1CCCC1.[Ti](Cl)(Cl)(Cl)Cl. The product is [CH2:1]([C:8]1[N:9]=[CH:10][C:11]([CH2:14][C:15]([Cl:25])=[N:16][OH:18])=[CH:12][CH:13]=1)[C:2]1[CH:7]=[CH:6][CH:5]=[CH:4][CH:3]=1. The yield is 0.630.